From a dataset of Forward reaction prediction with 1.9M reactions from USPTO patents (1976-2016). Predict the product of the given reaction. (1) Given the reactants [NH2:1][C:2]1[C:10]([CH3:11])=[CH:9][CH:8]=[CH:7][C:3]=1[C:4]([OH:6])=[O:5].[Cl:12]N1C(=O)CCC1=O, predict the reaction product. The product is: [NH2:1][C:2]1[C:10]([CH3:11])=[CH:9][C:8]([Cl:12])=[CH:7][C:3]=1[C:4]([OH:6])=[O:5]. (2) The product is: [CH2:47]([O:49][CH2:50][CH2:51][NH:52][CH2:37][C:39]1[S:43][C:42]([B:44]([OH:46])[OH:45])=[CH:41][CH:40]=1)[CH3:48]. Given the reactants C(C(CC)CNCC1SC(C2C=C3C(=C(C(N)=O)C=2)NC=C3C2CCN(S(CC)(=O)=O)CC2)=CC=1)C.[CH:37]([C:39]1[S:43][C:42]([B:44]([OH:46])[OH:45])=[CH:41][CH:40]=1)=O.[CH2:47]([O:49][CH2:50][CH2:51][NH2:52])[CH3:48].[BH3-]C#N.[Na+], predict the reaction product.